This data is from Catalyst prediction with 721,799 reactions and 888 catalyst types from USPTO. The task is: Predict which catalyst facilitates the given reaction. (1) Reactant: Cl.Cl.[Cl:3][C:4]1[CH:5]=[C:6]([C:11]2([CH2:17][CH2:18][N:19]3[C@H:24]4[CH2:25][CH2:26][C@@H:20]3[CH2:21][CH:22]([N:27]3[C:31]5[CH:32]=[CH:33][CH:34]=[CH:35][C:30]=5[N:29]=[C:28]3[CH3:36])[CH2:23]4)[CH2:16][CH2:15][NH:14][CH2:13][CH2:12]2)[CH:7]=[C:8]([F:10])[CH:9]=1.C(N(CC)CC)C.[Cl:44][C:45]1[CH:53]=[CH:52][C:48]([C:49](O)=[O:50])=[CH:47][C:46]=1[S:54](=[O:57])(=[O:56])[NH2:55].F[P-](F)(F)(F)(F)F.N1(OC(N(C)C)=[N+](C)C)C2N=CC=CC=2N=N1. Product: [Cl:44][C:45]1[CH:53]=[CH:52][C:48]([C:49]([N:14]2[CH2:13][CH2:12][C:11]([C:6]3[CH:7]=[C:8]([F:10])[CH:9]=[C:4]([Cl:3])[CH:5]=3)([CH2:17][CH2:18][N:19]3[C@H:24]4[CH2:25][CH2:26][C@@H:20]3[CH2:21][CH:22]([N:27]3[C:31]5[CH:32]=[CH:33][CH:34]=[CH:35][C:30]=5[N:29]=[C:28]3[CH3:36])[CH2:23]4)[CH2:16][CH2:15]2)=[O:50])=[CH:47][C:46]=1[S:54]([NH2:55])(=[O:57])=[O:56]. The catalyst class is: 35. (2) Reactant: [CH2:1]([CH:8]1[CH2:13][CH2:12][N:11]([C:14]([C:16]2[S:17][CH:18]=[C:19]([C:21]3[C:26]([O:27][CH2:28][CH2:29][CH2:30][C:31]([O:33]CC)=[O:32])=[C:25]([Br:36])[C:24]([OH:37])=[C:23]([Br:38])[CH:22]=3)[N:20]=2)=[O:15])[CH2:10][CH2:9]1)[C:2]1[CH:7]=[CH:6][CH:5]=[CH:4][CH:3]=1.[OH-].[Li+]. Product: [CH2:1]([CH:8]1[CH2:13][CH2:12][N:11]([C:14]([C:16]2[S:17][CH:18]=[C:19]([C:21]3[C:26]([O:27][CH2:28][CH2:29][CH2:30][C:31]([OH:33])=[O:32])=[C:25]([Br:36])[C:24]([OH:37])=[C:23]([Br:38])[CH:22]=3)[N:20]=2)=[O:15])[CH2:10][CH2:9]1)[C:2]1[CH:7]=[CH:6][CH:5]=[CH:4][CH:3]=1. The catalyst class is: 12. (3) Reactant: [N:1]1[CH:6]=[CH:5][CH:4]=[C:3](B(O)O)[CH:2]=1.[CH3:10][N:11]([C:21]1[CH:26]=[CH:25][C:24]([NH:27][C:28]([NH:30][C:31]2[CH:36]=[CH:35][CH:34]=[CH:33][CH:32]=2)=[O:29])=[CH:23][CH:22]=1)[S:12]([C:15]1[S:16][C:17](Br)=[CH:18][CH:19]=1)(=[O:14])=[O:13].C([O-])([O-])=O.[Na+].[Na+]. Product: [CH3:10][N:11]([C:21]1[CH:22]=[CH:23][C:24]([NH:27][C:28]([NH:30][C:31]2[CH:36]=[CH:35][CH:34]=[CH:33][CH:32]=2)=[O:29])=[CH:25][CH:26]=1)[S:12]([C:15]1[S:16][C:17]([C:3]2[CH:2]=[N:1][CH:6]=[CH:5][CH:4]=2)=[CH:18][CH:19]=1)(=[O:14])=[O:13]. The catalyst class is: 104. (4) Reactant: CS[C:3]1[NH:4][C:5](=[O:26])[C:6]2[CH:11]=[C:10]([C:12]3[CH:17]=[CH:16][N:15]=[C:14](/[CH:18]=[CH:19]/[C:20]4[CH:25]=[CH:24][CH:23]=[CH:22][CH:21]=4)[CH:13]=3)[NH:9][C:7]=2[N:8]=1.[NH2:27][CH2:28][CH:29]([OH:32])[CH2:30][OH:31]. The catalyst class is: 413. Product: [OH:32][CH:29]([CH2:30][OH:31])[CH2:28][NH:27][C:3]1[NH:4][C:5](=[O:26])[C:6]2[CH:11]=[C:10]([C:12]3[CH:17]=[CH:16][N:15]=[C:14](/[CH:18]=[CH:19]/[C:20]4[CH:25]=[CH:24][CH:23]=[CH:22][CH:21]=4)[CH:13]=3)[NH:9][C:7]=2[N:8]=1. (5) Reactant: [SH:1][C:2]1[CH:3]=[C:4]([NH:8][S:9]([CH3:12])(=[O:11])=[O:10])[CH:5]=[CH:6][CH:7]=1.[Cl:13][C:14]1[CH:15]=[N+:16]([O-:51])[CH:17]=[C:18]([Cl:50])[C:19]=1[CH2:20][C@@H:21]([C:35]1[CH:40]=[CH:39][C:38]([O:41][CH:42]([F:44])[F:43])=[C:37]([O:45][CH2:46][CH:47]2[CH2:49][CH2:48]2)[CH:36]=1)[O:22][C:23](OC1C=CC([N+]([O-])=O)=CC=1)=[O:24]. Product: [Cl:50][C:18]1[CH:17]=[N+:16]([O-:51])[CH:15]=[C:14]([Cl:13])[C:19]=1[CH2:20][C@@H:21]([C:35]1[CH:40]=[CH:39][C:38]([O:41][CH:42]([F:44])[F:43])=[C:37]([O:45][CH2:46][CH:47]2[CH2:49][CH2:48]2)[CH:36]=1)[O:22][C:23]([S:1][C:2]1[CH:7]=[CH:6][CH:5]=[C:4]([NH:8][S:9]([CH3:12])(=[O:10])=[O:11])[CH:3]=1)=[O:24]. The catalyst class is: 64.